This data is from TCR-epitope binding with 47,182 pairs between 192 epitopes and 23,139 TCRs. The task is: Binary Classification. Given a T-cell receptor sequence (or CDR3 region) and an epitope sequence, predict whether binding occurs between them. The epitope is GILGFVFTL. The TCR CDR3 sequence is CATGDRLNTGELFF. Result: 0 (the TCR does not bind to the epitope).